From a dataset of Retrosynthesis with 50K atom-mapped reactions and 10 reaction types from USPTO. Predict the reactants needed to synthesize the given product. The reactants are: COc1ccsc1C(=O)c1ccc(OC(F)(F)F)cc1. Given the product O=C(c1ccc(OC(F)(F)F)cc1)c1sccc1O, predict the reactants needed to synthesize it.